Task: Predict the reactants needed to synthesize the given product.. Dataset: Full USPTO retrosynthesis dataset with 1.9M reactions from patents (1976-2016) (1) The reactants are: Br[C:2]1[N:7]=[C:6]2[C:8]([C:11]([NH:13][C:14]([CH3:17])([CH3:16])[CH3:15])=[O:12])=[CH:9][NH:10][C:5]2=[N:4][CH:3]=1.CC1(C)C(C)(C)OB([C:26]2[CH:27]=[CH:28][CH:29]=[C:30]3[C:34]=2[N:33]([CH2:35][O:36][CH2:37][CH2:38][Si:39]([CH3:42])([CH3:41])[CH3:40])[N:32]=[CH:31]3)O1.CC(C1C=C(C(C)C)C(C2C=CC=CC=2P(C2CCCCC2)C2CCCCC2)=C(C(C)C)C=1)C.C([O-])([O-])=O.[Na+].[Na+]. Given the product [C:14]([NH:13][C:11]([C:8]1[C:6]2=[N:7][C:2]([C:26]3[CH:27]=[CH:28][CH:29]=[C:30]4[C:34]=3[N:33]([CH2:35][O:36][CH2:37][CH2:38][Si:39]([CH3:42])([CH3:41])[CH3:40])[N:32]=[CH:31]4)=[CH:3][N:4]=[C:5]2[NH:10][CH:9]=1)=[O:12])([CH3:17])([CH3:16])[CH3:15], predict the reactants needed to synthesize it. (2) Given the product [Br:1][C:2]1[CH:7]=[C:6]([N+:8]([O-:10])=[O:9])[CH:5]=[CH:4][C:3]=1[O:20][C:14]1[CH:15]=[CH:16][C:17]([F:19])=[CH:18][C:13]=1[F:12], predict the reactants needed to synthesize it. The reactants are: [Br:1][C:2]1[CH:7]=[C:6]([N+:8]([O-:10])=[O:9])[CH:5]=[CH:4][C:3]=1F.[F:12][C:13]1[CH:18]=[C:17]([F:19])[CH:16]=[CH:15][C:14]=1[OH:20].C(=O)([O-])[O-].[Cs+].[Cs+].